This data is from Reaction yield outcomes from USPTO patents with 853,638 reactions. The task is: Predict the reaction yield, written as a fraction of the theoretical maximum amount of product (1.0 means a 100% yield; for example, 0.34 means a 34% yield). (1) The reactants are [CH:1]([C:4]1[CH:8]=[CH:7][NH:6][N:5]=1)([CH3:3])[CH3:2].Cl[C:10]1[CH:19]=[C:18]([O:20]CC2C=CC(OC)=CC=2)[C:17]2[C:12](=[C:13]([CH3:32])[C:14]([O:30][CH3:31])=[CH:15][CH:16]=2)[N:11]=1.O. The catalyst is CN1CCCC1=O. The product is [OH:20][C:18]1[C:17]2[C:12](=[C:13]([CH3:32])[C:14]([O:30][CH3:31])=[CH:15][CH:16]=2)[N:11]=[C:10]([N:6]2[CH:7]=[CH:8][C:4]([CH:1]([CH3:3])[CH3:2])=[N:5]2)[CH:19]=1. The yield is 0.490. (2) The reactants are [Cl:1][C:2]1[CH:3]=[C:4]2[C:12](=[C:13]([N+:15]([O-])=O)[CH:14]=1)[NH:11][C:10]1[CH:9]=[N:8][CH:7]=[C:6]([F:18])[C:5]2=1.C([O-])=O.[NH4+].C(=O)(O)[O-].[Na+].[Cl-].[Na+]. The catalyst is C(O)C.CO. The product is [Cl:1][C:2]1[CH:3]=[C:4]2[C:12](=[C:13]([NH2:15])[CH:14]=1)[NH:11][C:10]1[CH:9]=[N:8][CH:7]=[C:6]([F:18])[C:5]2=1. The yield is 0.700. (3) The reactants are C[O:2][C:3](=[O:43])[CH2:4][C:5]1[CH:10]=[CH:9][C:8]([O:11][CH2:12][CH2:13][CH2:14][N:15]([CH2:30][C:31]2[CH:36]=[CH:35][CH:34]=[C:33]([C:37]([F:40])([F:39])[F:38])[C:32]=2[Cl:41])[CH2:16][CH:17]([C:24]2[CH:29]=[CH:28][CH:27]=[CH:26][CH:25]=2)[C:18]2[CH:23]=[CH:22][CH:21]=[CH:20][CH:19]=2)=[C:7]([Cl:42])[CH:6]=1.C1COCC1.[Li+].[OH-]. The catalyst is O. The product is [ClH:41].[Cl:42][C:7]1[CH:6]=[C:5]([CH2:4][C:3]([OH:43])=[O:2])[CH:10]=[CH:9][C:8]=1[O:11][CH2:12][CH2:13][CH2:14][N:15]([CH2:30][C:31]1[CH:36]=[CH:35][CH:34]=[C:33]([C:37]([F:40])([F:39])[F:38])[C:32]=1[Cl:41])[CH2:16][CH:17]([C:24]1[CH:29]=[CH:28][CH:27]=[CH:26][CH:25]=1)[C:18]1[CH:19]=[CH:20][CH:21]=[CH:22][CH:23]=1. The yield is 0.880.